This data is from Reaction yield outcomes from USPTO patents with 853,638 reactions. The task is: Predict the reaction yield, written as a fraction of the theoretical maximum amount of product (1.0 means a 100% yield; for example, 0.34 means a 34% yield). (1) The reactants are Br[C:2]1[C:10]2[C:5](=[CH:6][N:7]=[CH:8][CH:9]=2)[S:4][C:3]=1[C:11]([O:13][CH3:14])=[O:12].[Cl:15][C:16]1[CH:17]=[C:18]([CH:20]=[CH:21][C:22]=1[F:23])[NH2:19].C([O-])([O-])=O.[Cs+].[Cs+].C1C=CC(P(C2C(C3C(P(C4C=CC=CC=4)C4C=CC=CC=4)=CC=C4C=3C=CC=C4)=C3C(C=CC=C3)=CC=2)C2C=CC=CC=2)=CC=1. The catalyst is C1(C)C=CC=CC=1.C1C=CC(/C=C/C(/C=C/C2C=CC=CC=2)=O)=CC=1.C1C=CC(/C=C/C(/C=C/C2C=CC=CC=2)=O)=CC=1.C1C=CC(/C=C/C(/C=C/C2C=CC=CC=2)=O)=CC=1.[Pd].[Pd]. The product is [Cl:15][C:16]1[CH:17]=[C:18]([NH:19][C:2]2[C:10]3[C:5](=[CH:6][N:7]=[CH:8][CH:9]=3)[S:4][C:3]=2[C:11]([O:13][CH3:14])=[O:12])[CH:20]=[CH:21][C:22]=1[F:23]. The yield is 0.400. (2) The reactants are [F:1][C:2]1[CH:3]=[CH:4][C:5]([C:8]2[C:12]([CH2:13][O:14][C:15]3[CH:16]=[CH:17][C:18]([C:21]([OH:23])=O)=[N:19][CH:20]=3)=[C:11]([CH3:24])[O:10][N:9]=2)=[N:6][CH:7]=1.[NH2:25][C:26]([CH3:30])([CH3:29])[CH2:27][OH:28]. No catalyst specified. The product is [OH:28][CH2:27][C:26]([NH:25][C:21]([C:18]1[CH:17]=[CH:16][C:15]([O:14][CH2:13][C:12]2[C:8]([C:5]3[CH:4]=[CH:3][C:2]([F:1])=[CH:7][N:6]=3)=[N:9][O:10][C:11]=2[CH3:24])=[CH:20][N:19]=1)=[O:23])([CH3:30])[CH3:29]. The yield is 0.660. (3) The reactants are [C:1](OC(=O)C)(=[O:3])C.C(O)=O.[NH2:11][C:12]1[CH:13]=[C:14]([F:22])[CH:15]=[C:16]2[C:20]=1[NH:19][C:18](=[O:21])[CH2:17]2. The catalyst is O1CCCC1.N1CCCCC1. The product is [F:22][C:14]1[CH:15]=[C:16]2[C:20](=[C:12]([NH:11][CH:1]=[O:3])[CH:13]=1)[NH:19][C:18](=[O:21])[CH2:17]2. The yield is 0.304. (4) The reactants are [CH2:1]([C:4]1[N:8]([CH2:9][C:10]2[CH:27]=[CH:26][C:13]3/[C:14](=[CH:23]/[C:24]#[N:25])/[C:15]4[CH:22]=[CH:21][CH:20]=[CH:19][C:16]=4[CH2:17][CH2:18][C:12]=3[CH:11]=2)[C:7]2[CH:28]=[CH:29][CH:30]=[CH:31][C:6]=2[N:5]=1)[CH2:2][CH3:3].[OH-:32].[Na+].O. The catalyst is C(O)C. The product is [CH2:1]([C:4]1[N:8]([CH2:9][C:10]2[CH:27]=[CH:26][C:13]3/[C:14](=[CH:23]/[C:24]([NH2:25])=[O:32])/[C:15]4[CH:22]=[CH:21][CH:20]=[CH:19][C:16]=4[CH2:17][CH2:18][C:12]=3[CH:11]=2)[C:7]2[CH:28]=[CH:29][CH:30]=[CH:31][C:6]=2[N:5]=1)[CH2:2][CH3:3]. The yield is 0.660. (5) The product is [Cl:19][C:20]1[CH:21]=[CH:22][C:23]([CH2:26][O:27][C:28]2[CH:33]=[CH:32][N:31]([C:2]3[CH:7]=[N:6][C:5]([N:8]4[CH2:12][CH2:11][CH:10]([NH:13][CH:14]5[CH2:18][CH2:17][CH2:16][CH2:15]5)[CH2:9]4)=[CH:4][CH:3]=3)[C:30](=[O:34])[CH:29]=2)=[N:24][CH:25]=1. The yield is 0.400. The catalyst is O1CCOCC1.[Cu]I. The reactants are Br[C:2]1[CH:3]=[CH:4][C:5]([N:8]2[CH2:12][CH2:11][CH:10]([NH:13][CH:14]3[CH2:18][CH2:17][CH2:16][CH2:15]3)[CH2:9]2)=[N:6][CH:7]=1.[Cl:19][C:20]1[CH:21]=[CH:22][C:23]([CH2:26][O:27][C:28]2[CH:33]=[CH:32][NH:31][C:30](=[O:34])[CH:29]=2)=[N:24][CH:25]=1.[Na+].[I-].C([O-])([O-])=O.[K+].[K+].[C@@H]1(N)CCCC[C@H]1N.